Dataset: Forward reaction prediction with 1.9M reactions from USPTO patents (1976-2016). Task: Predict the product of the given reaction. Given the reactants [Cl:1][C:2]1[N:11]=[C:10]([NH:12][C:13]2[CH:18]=[CH:17][C:16]([O:19][CH3:20])=[CH:15][C:14]=2[O:21][CH3:22])[C:9]2[C:4](=[CH:5][CH:6]=[CH:7][CH:8]=2)[N:3]=1.[CH3:23]I, predict the reaction product. The product is: [Cl:1][C:2]1[N:11]=[C:10]([N:12]([C:13]2[CH:18]=[CH:17][C:16]([O:19][CH3:20])=[CH:15][C:14]=2[O:21][CH3:22])[CH3:23])[C:9]2[C:4](=[CH:5][CH:6]=[CH:7][CH:8]=2)[N:3]=1.